This data is from Forward reaction prediction with 1.9M reactions from USPTO patents (1976-2016). The task is: Predict the product of the given reaction. (1) Given the reactants Br[C:2]1[CH:7]=[CH:6][C:5]([CH2:8][CH2:9][C:10]([O:12][CH2:13][CH3:14])=[O:11])=[C:4]([F:15])[CH:3]=1.CN(CCN(C)C)C.[CH3:24]/[C:25](/[C:29]#[CH:30])=[CH:26]/[CH2:27][OH:28], predict the reaction product. The product is: [F:15][C:4]1[CH:3]=[C:2]([C:30]#[C:29]/[C:25](/[CH3:24])=[CH:26]\[CH2:27][OH:28])[CH:7]=[CH:6][C:5]=1[CH2:8][CH2:9][C:10]([O:12][CH2:13][CH3:14])=[O:11]. (2) Given the reactants Cl[C:2]([O:4][CH2:5][Cl:6])=[O:3].[CH3:7][O:8][CH2:9][CH2:10][O:11][CH2:12][CH2:13][O:14][CH2:15][CH2:16][O:17][CH2:18][CH2:19][O:20][CH2:21][CH2:22][OH:23].N1C=CC=CC=1, predict the reaction product. The product is: [C:2](=[O:3])([O:23][CH2:22][CH2:21][O:20][CH2:19][CH2:18][O:17][CH2:16][CH2:15][O:14][CH2:13][CH2:12][O:11][CH2:10][CH2:9][O:8][CH3:7])[O:4][CH2:5][Cl:6].